This data is from Catalyst prediction with 721,799 reactions and 888 catalyst types from USPTO. The task is: Predict which catalyst facilitates the given reaction. (1) Reactant: [Cl-].[NH4+:2].P([O:4][C:5](=[O:12])[C:6]1[CH:11]=[CH:10][CH:9]=[CH:8][CH:7]=1)([O:4][C:5](=[O:12])[C:6]1[CH:11]=[CH:10][CH:9]=[CH:8][CH:7]=1)[O:4][C:5](=[O:12])[C:6]1[CH:11]=[CH:10][CH:9]=[CH:8][CH:7]=1. Product: [C:5]([O-:12])(=[O:4])[C:6]1[CH:11]=[CH:10][CH:9]=[CH:8][CH:7]=1.[NH4+:2]. The catalyst class is: 6. (2) Reactant: [F:1][C:2]1[C:7]([OH:8])=[C:6]([F:9])[C:5]([F:10])=[C:4]([F:11])[C:3]=1[F:12].C(N(CC)CC)C.[C:20](Cl)([Cl:22])=[O:21]. Product: [Cl:22][C:20]([O:8][C:7]1[C:2]([F:1])=[C:3]([F:12])[C:4]([F:11])=[C:5]([F:10])[C:6]=1[F:9])=[O:21]. The catalyst class is: 182. (3) The catalyst class is: 4. Product: [ClH:17].[CH3:1][O:2][C:3]1[N:8]=[CH:7][C:6]([N:9]2[C:15](=[O:16])[CH2:14][CH2:13][CH2:12][C:10]2=[O:11])=[CH:5][CH:4]=1. Reactant: [CH3:1][O:2][C:3]1[N:8]=[CH:7][C:6]([NH:9][C:10]([CH2:12][CH2:13][CH2:14][C:15]([Cl:17])=[O:16])=[O:11])=[CH:5][CH:4]=1.S(Cl)(Cl)=O. (4) Reactant: [CH2:1]([O:8][C:9](=[O:34])[N:10]([CH2:20][C:21]1[CH:26]=[CH:25][CH:24]=[C:23]([C:27]2[CH:31]=[C:30]([NH2:32])[N:29]([CH3:33])[N:28]=2)[CH:22]=1)[CH2:11][C:12]1[CH:17]=[CH:16][C:15]([O:18][CH3:19])=[CH:14][CH:13]=1)[C:2]1[CH:7]=[CH:6][CH:5]=[CH:4][CH:3]=1.[C:35]1(=O)[CH2:40][CH2:39][CH2:38][CH2:37][CH2:36]1. Product: [CH2:1]([O:8][C:9](=[O:34])[N:10]([CH2:20][C:21]1[CH:26]=[CH:25][CH:24]=[C:23]([C:27]2[C:31]([C:35]3[CH2:40][CH2:39][CH2:38][CH2:37][CH:36]=3)=[C:30]([NH2:32])[N:29]([CH3:33])[N:28]=2)[CH:22]=1)[CH2:11][C:12]1[CH:13]=[CH:14][C:15]([O:18][CH3:19])=[CH:16][CH:17]=1)[C:2]1[CH:3]=[CH:4][CH:5]=[CH:6][CH:7]=1. The catalyst class is: 15. (5) Reactant: [CH3:1][N:2]([CH2:11][CH2:12][N:13]1[CH2:18][CH2:17][S:16][C:15]2[CH:19]=[C:20]([N+:23]([O-])=O)[CH:21]=[CH:22][C:14]1=2)[CH2:3][C:4]([O:6][C:7]([CH3:10])([CH3:9])[CH3:8])=[O:5]. Product: [NH2:23][C:20]1[CH:21]=[CH:22][C:14]2[N:13]([CH2:12][CH2:11][N:2]([CH3:1])[CH2:3][C:4]([O:6][C:7]([CH3:8])([CH3:9])[CH3:10])=[O:5])[CH2:18][CH2:17][S:16][C:15]=2[CH:19]=1. The catalyst class is: 256. (6) Reactant: C[O:2][C:3](=[O:40])[CH2:4][C@H:5]1[C:9]2[CH:10]=[CH:11][C:12]([O:14][C@H:15]3[C:23]4[C:18](=[C:19]([O:25][C:26]5[CH:31]=[CH:30][C:29]([C:32]6[C:33]([CH3:38])=[N:34][O:35][C:36]=6[CH3:37])=[CH:28][C:27]=5[F:39])[CH:20]=[CH:21][C:22]=4[F:24])[CH2:17][CH2:16]3)=[CH:13][C:8]=2[O:7][CH2:6]1.[OH-].[K+]. Product: [CH3:38][C:33]1[C:32]([C:29]2[CH:30]=[CH:31][C:26]([O:25][C:19]3[CH:20]=[CH:21][C:22]([F:24])=[C:23]4[C:18]=3[CH2:17][CH2:16][C@H:15]4[O:14][C:12]3[CH:11]=[CH:10][C:9]4[C@H:5]([CH2:4][C:3]([OH:40])=[O:2])[CH2:6][O:7][C:8]=4[CH:13]=3)=[C:27]([F:39])[CH:28]=2)=[C:36]([CH3:37])[O:35][N:34]=1. The catalyst class is: 8.